From a dataset of Catalyst prediction with 721,799 reactions and 888 catalyst types from USPTO. Predict which catalyst facilitates the given reaction. (1) Reactant: [CH3:1][C:2]([NH:11][C:12](=[O:18])[O:13][C:14]([CH3:17])([CH3:16])[CH3:15])([CH3:10])[CH2:3][C:4]1[CH:9]=[CH:8][N:7]=[CH:6][CH:5]=1. Product: [CH3:10][C:2]([NH:11][C:12](=[O:18])[O:13][C:14]([CH3:17])([CH3:16])[CH3:15])([CH3:1])[CH2:3][CH:4]1[CH2:5][CH2:6][NH:7][CH2:8][CH2:9]1. The catalyst class is: 19. (2) Reactant: [Cl:1][C:2]1[CH:26]=[CH:25][C:5]([O:6][C:7]2[CH:12]=[CH:11][C:10]([C:13]3[CH:14]([CH2:23][OH:24])[C:15]4([CH2:22][CH2:21][CH2:20][CH2:19][CH2:18]4)[O:16][N:17]=3)=[CH:9][CH:8]=2)=[CH:4][CH:3]=1.C(N(CC)CC)C.[CH3:34][S:35](Cl)(=[O:37])=[O:36].O. Product: [CH3:34][S:35]([O:24][CH2:23][CH:14]1[C:15]2([CH2:22][CH2:21][CH2:20][CH2:19][CH2:18]2)[O:16][N:17]=[C:13]1[C:10]1[CH:9]=[CH:8][C:7]([O:6][C:5]2[CH:25]=[CH:26][C:2]([Cl:1])=[CH:3][CH:4]=2)=[CH:12][CH:11]=1)(=[O:37])=[O:36]. The catalyst class is: 2. (3) The catalyst class is: 93. Product: [F:39][C:29]([F:28])([F:38])[C:30]1[CH:31]=[C:32]([CH:33]=[CH:34][C:35]=1[F:36])[O:37][C:2]1[N:7]=[C:6]([C:8]2[CH:13]=[CH:12][C:11]([Cl:14])=[C:10]([Cl:15])[CH:9]=2)[C:5]([Cl:16])=[CH:4][N:3]=1. Reactant: Cl[C:2]1[N:7]=[C:6]([C:8]2[CH:13]=[CH:12][C:11]([Cl:14])=[C:10]([Cl:15])[CH:9]=2)[C:5]([Cl:16])=[CH:4][N:3]=1.CN(C)C.C1(C)C=CC=CC=1.[F:28][C:29]([F:39])([F:38])[C:30]1[CH:31]=[C:32]([OH:37])[CH:33]=[CH:34][C:35]=1[F:36]. (4) Reactant: F[C:2]1[CH:7]=[CH:6][C:5]([N+:8]([O-:10])=[O:9])=[CH:4][C:3]=1[CH2:11][C:12]([OH:14])=O.[CH:15]([NH2:19])([CH2:17][CH3:18])[CH3:16]. Product: [CH:15]([N:19]1[C:2]2[C:3](=[CH:4][C:5]([N+:8]([O-:10])=[O:9])=[CH:6][CH:7]=2)[CH2:11][C:12]1=[O:14])([CH2:17][CH3:18])[CH3:16]. The catalyst class is: 16. (5) Reactant: FC(F)(F)C(O)=O.[NH2:8][C:9](=[NH:26])[C:10]1[CH:11]=[CH:12][C:13]2[O:17][C:16](=[O:18])[N:15]([CH2:19][C:20]([O:22]CC)=[O:21])[C:14]=2[CH:25]=1.[ClH:27].O1CCOCC1. Product: [ClH:27].[NH2:26][C:9](=[NH:8])[C:10]1[CH:11]=[CH:12][C:13]2[O:17][C:16](=[O:18])[N:15]([CH2:19][C:20]([OH:22])=[O:21])[C:14]=2[CH:25]=1. The catalyst class is: 6. (6) Reactant: [OH:1][C:2]1[CH:7]=[CH:6][C:5]([N:8]2[C@@H:12]([C:13]3[CH:18]=[CH:17][CH:16]=[C:15]([C:19]([F:22])([F:21])[F:20])[CH:14]=3)[CH2:11][O:10][C:9]2=[O:23])=[CH:4][CH:3]=1.C([O-])([O-])=O.[K+].[K+].[NH4+:30].[Cl-:31]. Product: [Cl:31][C:5]1[N:8]=[N:30][C:2]([O:1][C:2]2[CH:3]=[CH:4][C:5]([N:8]3[C@@H:12]([C:13]4[CH:18]=[CH:17][CH:16]=[C:15]([C:19]([F:22])([F:21])[F:20])[CH:14]=4)[CH2:11][O:10][C:9]3=[O:23])=[CH:6][CH:7]=2)=[CH:3][CH:4]=1. The catalyst class is: 3. (7) Reactant: [CH3:1][N:2]1[CH2:7][CH2:6][N:5]([C:8]2[CH:9]=[N:10][C:11]([N+:14]([O-])=O)=[CH:12][CH:13]=2)[CH2:4][CH2:3]1. Product: [CH3:1][N:2]1[CH2:7][CH2:6][N:5]([C:8]2[CH:13]=[CH:12][C:11]([NH2:14])=[N:10][CH:9]=2)[CH2:4][CH2:3]1. The catalyst class is: 604.